Dataset: Reaction yield outcomes from USPTO patents with 853,638 reactions. Task: Predict the reaction yield, written as a fraction of the theoretical maximum amount of product (1.0 means a 100% yield; for example, 0.34 means a 34% yield). (1) The catalyst is CN(C=O)C.CCOC(C)=O. The yield is 0.630. The reactants are Cl[CH2:2][C:3]1[N:4]=[C:5]2[C:10]([C:11]([F:14])([F:13])[F:12])=[CH:9][C:8]([C:15]3[CH:19]=[CH:18][O:17][CH:16]=3)=[CH:7][N:6]2[CH:20]=1.[C-:21]#[N:22].[K+].O. The product is [O:17]1[CH:18]=[CH:19][C:15]([C:8]2[CH:9]=[C:10]([C:11]([F:14])([F:13])[F:12])[C:5]3[N:6]([CH:20]=[C:3]([CH2:2][C:21]#[N:22])[N:4]=3)[CH:7]=2)=[CH:16]1. (2) The product is [CH3:1][C:2]1([CH3:24])[O:6][C@H:5]2[C@H:7]([N:14]3[C:18]4[N:19]=[CH:20][N:21]=[C:22]([CH3:23])[C:17]=4[CH:16]=[CH:15]3)[O:8][C@@H:9]([CH:10]=[O:13])[C@H:4]2[O:3]1. The yield is 0.910. The reactants are [CH3:1][C:2]1([CH3:24])[O:6][C@H:5]2[C@H:7]([N:14]3[C:18]4[N:19]=[CH:20][N:21]=[C:22]([CH3:23])[C:17]=4[CH:16]=[CH:15]3)[O:8][C@@H:9]([C@H:10]([OH:13])CO)[C@H:4]2[O:3]1.C1COCC1. The catalyst is CCOC(C)=O.O. (3) The product is [Cl:23][C:19]1[CH:18]=[C:17]([CH:22]=[CH:21][CH:20]=1)[CH2:16][NH:15][C:14]([CH:10]1[CH2:11][CH2:12][CH2:13][CH:8]([NH:7][C:6]2[N:35]=[CH:34][N:33]=[C:32]3[C:28]=2[N:29]=[CH:30][NH:31]3)[CH2:9]1)=[O:24]. The reactants are C(O[C:6](=O)[NH:7][CH:8]1[CH2:13][CH2:12][CH2:11][CH:10]([C:14](=[O:24])[NH:15][CH2:16][C:17]2[CH:22]=[CH:21][CH:20]=[C:19]([Cl:23])[CH:18]=2)[CH2:9]1)(C)(C)C.ClC1[N:35]=[CH:34][N:33]=[C:32]2[C:28]=1[N:29]=[CH:30][NH:31]2.CCN(C(C)C)C(C)C. The catalyst is C(Cl)Cl.C(O)(C(F)(F)F)=O.CCOC(C)=O. The yield is 0.110. (4) The reactants are [OH:1][C:2]([CH3:7])([CH3:6])[C:3]([OH:5])=[O:4].[H-].[Na+].Br[CH2:11][C:12]1[CH:17]=[CH:16][CH:15]=[CH:14][CH:13]=1. The catalyst is C1COCC1. The product is [OH:1][C:2]([CH3:7])([CH3:6])[C:3]([O:5][CH2:11][C:12]1[CH:17]=[CH:16][CH:15]=[CH:14][CH:13]=1)=[O:4]. The yield is 0.830. (5) The reactants are N1(O[C:11]([CH:13]=[CH:14][C:15]2[CH:24]=[CH:23][C:18]([C:19]([O:21]C)=O)=[CH:17][CH:16]=2)=[O:12])C2C=CC=CC=2N=N1.CCN(CC)CC.CN([P+](O[N:43]1N=[N:50][C:45]2[CH:46]=[CH:47][CH:48]=[CH:49][C:44]1=2)(N(C)C)N(C)C)C.F[P-](F)(F)(F)(F)F.[NH2:59][CH2:60][C:61]1[CH:62]=[N:63][CH:64]=[CH:65][CH:66]=1.[NH4+].[Cl-]. The catalyst is CN(C=O)C.CCOC(C)=O. The product is [NH2:50][C:45]1[CH:46]=[CH:47][CH:48]=[CH:49][C:44]=1[NH:43][C:19](=[O:21])[C:18]1[CH:17]=[CH:16][C:15]([CH:14]=[CH:13][C:11](=[O:12])[NH:59][CH2:60][C:61]2[CH:62]=[N:63][CH:64]=[CH:65][CH:66]=2)=[CH:24][CH:23]=1. The yield is 0.920. (6) The reactants are [C:1]([Cl:4])(=O)C.Cl.[Cl:6][C:7]1[C:15]([NH:16][NH2:17])=[CH:14][CH:13]=[CH:12][C:8]=1[C:9]([OH:11])=[O:10]. The catalyst is CO. The product is [ClH:4].[Cl:6][C:7]1[C:15]([NH:16][NH2:17])=[CH:14][CH:13]=[CH:12][C:8]=1[C:9]([O:11][CH3:1])=[O:10]. The yield is 1.00. (7) The reactants are [CH3:1][O:2][C:3]1[C@@H:4]([CH:11]([CH3:13])[CH3:12])[N:5]=[C:6]([O:9][CH3:10])[CH2:7][N:8]=1.C([Li])CCC.I[CH2:20][C@@H:21]([C:24]1[CH:29]=[CH:28][CH:27]=[CH:26][CH:25]=1)[CH2:22][CH3:23]. The catalyst is O1CCCC1. The product is [CH:11]([C@@H:4]1[C:3]([O:2][CH3:1])=[N:8][C@@H:7]([CH2:20][C@@H:21]([C:24]2[CH:29]=[CH:28][CH:27]=[CH:26][CH:25]=2)[CH2:22][CH3:23])[C:6]([O:9][CH3:10])=[N:5]1)([CH3:13])[CH3:12]. The yield is 0.640. (8) The reactants are [S:1]1[C:5]2[CH:6]=[CH:7][C:8]([NH:10][C:11]3[C:20]4[C:15](=[CH:16][C:17]([OH:28])=[C:18]([S:21]([C:24]([CH3:27])([CH3:26])[CH3:25])(=[O:23])=[O:22])[CH:19]=4)[N:14]=[CH:13][N:12]=3)=[CH:9][C:4]=2[N:3]=[CH:2]1.C([O-])([O-])=O.[K+].[K+].I[CH2:36][CH3:37]. The product is [C:24]([S:21]([C:18]1[CH:19]=[C:20]2[C:15](=[CH:16][C:17]=1[O:28][CH2:36][CH3:37])[N:14]=[CH:13][N:12]=[C:11]2[NH:10][C:8]1[CH:7]=[CH:6][C:5]2[S:1][CH:2]=[N:3][C:4]=2[CH:9]=1)(=[O:22])=[O:23])([CH3:25])([CH3:27])[CH3:26]. The catalyst is CN(C=O)C. The yield is 0.200. (9) The reactants are Br[C:2]1[C:10]2[C:5](=[CH:6][CH:7]=[C:8]([CH:11]3[C:16]([C:17]#[N:18])=[C:15]([CH3:19])[NH:14][C:13]4[CH2:20][O:21][C:22](=[O:23])[C:12]3=4)[CH:9]=2)[NH:4][N:3]=1.[O:24]1[C:29]2[CH:30]=[CH:31][C:32](B(O)O)=[CH:33][C:28]=2[O:27][CH2:26][CH2:25]1.C(=O)(O)[O-].[Na+]. The catalyst is O1CCOCC1.C1C=CC([P]([Pd]([P](C2C=CC=CC=2)(C2C=CC=CC=2)C2C=CC=CC=2)([P](C2C=CC=CC=2)(C2C=CC=CC=2)C2C=CC=CC=2)[P](C2C=CC=CC=2)(C2C=CC=CC=2)C2C=CC=CC=2)(C2C=CC=CC=2)C2C=CC=CC=2)=CC=1. The product is [O:24]1[C:29]2[CH:30]=[CH:31][C:32]([C:2]3[C:10]4[C:5](=[CH:6][CH:7]=[C:8]([CH:11]5[C:16]([C:17]#[N:18])=[C:15]([CH3:19])[NH:14][C:13]6[CH2:20][O:21][C:22](=[O:23])[C:12]5=6)[CH:9]=4)[NH:4][N:3]=3)=[CH:33][C:28]=2[O:27][CH2:26][CH2:25]1. The yield is 0.190.